Task: Predict the reaction yield, written as a fraction of the theoretical maximum amount of product (1.0 means a 100% yield; for example, 0.34 means a 34% yield).. Dataset: Reaction yield outcomes from USPTO patents with 853,638 reactions The reactants are [CH3:1][C:2]1[N:7]=[C:6]2[S:8][C:9]3[CH2:13][CH2:12][CH2:11][C:10]=3[C:5]2=[C:4]([C:14]2[CH:19]=[CH:18][C:17]([CH3:20])=[CH:16][CH:15]=2)[C:3]=1[CH2:21][C:22]([O:24][CH3:25])=[O:23].[Li+].[CH3:27][Si]([N-][Si](C)(C)C)(C)C.C1COCC1.C=O. The catalyst is CN(C=O)C. The product is [CH3:1][C:2]1[N:7]=[C:6]2[S:8][C:9]3[CH2:13][CH2:12][CH2:11][C:10]=3[C:5]2=[C:4]([C:14]2[CH:19]=[CH:18][C:17]([CH3:20])=[CH:16][CH:15]=2)[C:3]=1[C:21](=[CH2:27])[C:22]([O:24][CH3:25])=[O:23]. The yield is 0.360.